Regression. Given two drug SMILES strings and cell line genomic features, predict the synergy score measuring deviation from expected non-interaction effect. From a dataset of NCI-60 drug combinations with 297,098 pairs across 59 cell lines. (1) Drug 1: CCC1=CC2CC(C3=C(CN(C2)C1)C4=CC=CC=C4N3)(C5=C(C=C6C(=C5)C78CCN9C7C(C=CC9)(C(C(C8N6C)(C(=O)OC)O)OC(=O)C)CC)OC)C(=O)OC.C(C(C(=O)O)O)(C(=O)O)O. Drug 2: CC1CCC2CC(C(=CC=CC=CC(CC(C(=O)C(C(C(=CC(C(=O)CC(OC(=O)C3CCCCN3C(=O)C(=O)C1(O2)O)C(C)CC4CCC(C(C4)OC)OCCO)C)C)O)OC)C)C)C)OC. Cell line: HOP-92. Synergy scores: CSS=38.1, Synergy_ZIP=-7.33, Synergy_Bliss=-0.0798, Synergy_Loewe=2.31, Synergy_HSA=2.92. (2) Drug 1: CCC1=CC2CC(C3=C(CN(C2)C1)C4=CC=CC=C4N3)(C5=C(C=C6C(=C5)C78CCN9C7C(C=CC9)(C(C(C8N6C)(C(=O)OC)O)OC(=O)C)CC)OC)C(=O)OC.C(C(C(=O)O)O)(C(=O)O)O. Drug 2: CC12CCC3C(C1CCC2OP(=O)(O)O)CCC4=C3C=CC(=C4)OC(=O)N(CCCl)CCCl.[Na+]. Cell line: A498. Synergy scores: CSS=13.4, Synergy_ZIP=-8.59, Synergy_Bliss=-1.45, Synergy_Loewe=-15.1, Synergy_HSA=-0.787. (3) Drug 1: COC1=CC(=CC(=C1O)OC)C2C3C(COC3=O)C(C4=CC5=C(C=C24)OCO5)OC6C(C(C7C(O6)COC(O7)C8=CC=CS8)O)O. Drug 2: N.N.Cl[Pt+2]Cl. Cell line: HCC-2998. Synergy scores: CSS=31.9, Synergy_ZIP=-7.42, Synergy_Bliss=4.52, Synergy_Loewe=-22.9, Synergy_HSA=5.22. (4) Drug 1: CC1=C(C=C(C=C1)NC2=NC=CC(=N2)N(C)C3=CC4=NN(C(=C4C=C3)C)C)S(=O)(=O)N.Cl. Drug 2: C1=NC(=NC(=O)N1C2C(C(C(O2)CO)O)O)N. Cell line: HCT-15. Synergy scores: CSS=3.04, Synergy_ZIP=0.378, Synergy_Bliss=0.00551, Synergy_Loewe=-9.03, Synergy_HSA=-3.73. (5) Drug 1: CNC(=O)C1=CC=CC=C1SC2=CC3=C(C=C2)C(=NN3)C=CC4=CC=CC=N4. Drug 2: CC=C1C(=O)NC(C(=O)OC2CC(=O)NC(C(=O)NC(CSSCCC=C2)C(=O)N1)C(C)C)C(C)C. Cell line: KM12. Synergy scores: CSS=69.6, Synergy_ZIP=-3.86, Synergy_Bliss=-2.48, Synergy_Loewe=-10.8, Synergy_HSA=-0.0166. (6) Drug 1: CCC1(C2=C(COC1=O)C(=O)N3CC4=CC5=C(C=CC(=C5CN(C)C)O)N=C4C3=C2)O.Cl. Drug 2: N.N.Cl[Pt+2]Cl. Cell line: CAKI-1. Synergy scores: CSS=37.5, Synergy_ZIP=-10.2, Synergy_Bliss=-0.955, Synergy_Loewe=-1.80, Synergy_HSA=1.72. (7) Drug 1: CCC1(CC2CC(C3=C(CCN(C2)C1)C4=CC=CC=C4N3)(C5=C(C=C6C(=C5)C78CCN9C7C(C=CC9)(C(C(C8N6C=O)(C(=O)OC)O)OC(=O)C)CC)OC)C(=O)OC)O.OS(=O)(=O)O. Drug 2: CC(C)(C#N)C1=CC(=CC(=C1)CN2C=NC=N2)C(C)(C)C#N. Cell line: SF-295. Synergy scores: CSS=1.09, Synergy_ZIP=4.61, Synergy_Bliss=8.64, Synergy_Loewe=-0.995, Synergy_HSA=-0.630. (8) Drug 1: CC1=C(N=C(N=C1N)C(CC(=O)N)NCC(C(=O)N)N)C(=O)NC(C(C2=CN=CN2)OC3C(C(C(C(O3)CO)O)O)OC4C(C(C(C(O4)CO)O)OC(=O)N)O)C(=O)NC(C)C(C(C)C(=O)NC(C(C)O)C(=O)NCCC5=NC(=CS5)C6=NC(=CS6)C(=O)NCCC[S+](C)C)O. Drug 2: CN(C(=O)NC(C=O)C(C(C(CO)O)O)O)N=O. Cell line: SK-OV-3. Synergy scores: CSS=0.833, Synergy_ZIP=-2.72, Synergy_Bliss=-1.93, Synergy_Loewe=-4.12, Synergy_HSA=-3.23. (9) Drug 1: CC(C)(C#N)C1=CC(=CC(=C1)CN2C=NC=N2)C(C)(C)C#N. Drug 2: CC(C)CN1C=NC2=C1C3=CC=CC=C3N=C2N. Cell line: A498. Synergy scores: CSS=1.31, Synergy_ZIP=1.05, Synergy_Bliss=1.03, Synergy_Loewe=1.51, Synergy_HSA=-0.369. (10) Drug 1: CC1C(C(=O)NC(C(=O)N2CCCC2C(=O)N(CC(=O)N(C(C(=O)O1)C(C)C)C)C)C(C)C)NC(=O)C3=C4C(=C(C=C3)C)OC5=C(C(=O)C(=C(C5=N4)C(=O)NC6C(OC(=O)C(N(C(=O)CN(C(=O)C7CCCN7C(=O)C(NC6=O)C(C)C)C)C)C(C)C)C)N)C. Drug 2: CC(C)NC(=O)C1=CC=C(C=C1)CNNC.Cl. Cell line: COLO 205. Synergy scores: CSS=7.46, Synergy_ZIP=-1.01, Synergy_Bliss=3.01, Synergy_Loewe=-37.6, Synergy_HSA=0.664.